This data is from Full USPTO retrosynthesis dataset with 1.9M reactions from patents (1976-2016). The task is: Predict the reactants needed to synthesize the given product. (1) The reactants are: [Cl:1][C:2]1[C:12]([Cl:13])=[CH:11][CH:10]=[CH:9][C:3]=1[CH2:4][NH:5][CH2:6][CH2:7][OH:8].CC(C)([O-])C.[Na+].[Cl:20][C:21]1[CH:26]=[C:25]([C:27]2[N:28]=[N:29][C:30](Cl)=[CH:31][CH:32]=2)[CH:24]=[C:23]([Cl:34])[C:22]=1[OH:35]. Given the product [Cl:34][C:23]1[CH:24]=[C:25]([C:27]2[N:28]=[N:29][C:30]([N:5]([CH2:4][C:3]3[CH:9]=[CH:10][CH:11]=[C:12]([Cl:13])[C:2]=3[Cl:1])[CH2:6][CH2:7][OH:8])=[CH:31][CH:32]=2)[CH:26]=[C:21]([Cl:20])[C:22]=1[OH:35], predict the reactants needed to synthesize it. (2) Given the product [Cl:9][C:5]1[CH:4]=[C:3]2[C:2](=[CH:7][C:6]=1[F:8])[N:1]=[C:21]([CH:20]([CH2:26][CH3:27])[CH2:18][CH3:19])[C:22]([C:23]#[N:24])=[C:10]2[C:12]1[CH:17]=[CH:16][CH:15]=[CH:14][CH:13]=1, predict the reactants needed to synthesize it. The reactants are: [NH2:1][C:2]1[CH:7]=[C:6]([F:8])[C:5]([Cl:9])=[CH:4][C:3]=1[C:10]([C:12]1[CH:17]=[CH:16][CH:15]=[CH:14][CH:13]=1)=O.[CH2:18]([CH:20]([CH2:26][CH3:27])[C:21](=O)[CH2:22][C:23]#[N:24])[CH3:19]. (3) Given the product [C:29]([O:32][CH2:33][CH2:34][N:35]1[C:39]2[CH:40]=[CH:41][C:42]([C:44](=[O:60])[NH:45][C:46]3[CH:51]=[C:50]([C:52]4[S:53][CH:54]=[CH:55][CH:56]=4)[CH:49]=[CH:48][C:47]=3[NH2:57])=[CH:43][C:38]=2[N:37]=[C:36]1[CH3:61])(=[O:31])[CH3:30], predict the reactants needed to synthesize it. The reactants are: [N+](C1C=CC(C2SC=CC=2)=CC=1NC(=O)C1C=CC(C2NN=NN=2)=CC=1)([O-])=O.[C:29]([O:32][CH2:33][CH2:34][N:35]1[C:39]2[CH:40]=[CH:41][C:42]([C:44](=[O:60])[NH:45][C:46]3[CH:51]=[C:50]([C:52]4[S:53][CH:54]=[CH:55][CH:56]=4)[CH:49]=[CH:48][C:47]=3[N+:57]([O-])=O)=[CH:43][C:38]=2[N:37]=[C:36]1[CH3:61])(=[O:31])[CH3:30].CO. (4) Given the product [CH2:11]([O:10][C:4](=[O:9])[CH2:5][C:6]([C:23]1[CH:27]=[C:19]([CH2:18][C:17]2[CH:31]=[CH:32][CH:33]=[C:15]([Cl:14])[C:16]=2[F:34])[C:20]([O:29][CH3:30])=[CH:21][C:22]=1[F:28])=[O:8])[CH3:12], predict the reactants needed to synthesize it. The reactants are: [Cl-].[Mg+2].[Cl-].[C:4]([O:10][CH2:11][CH3:12])(=[O:9])[CH2:5][C:6]([O-:8])=O.[K+].[Cl:14][C:15]1[C:16]([F:34])=[C:17]([CH:31]=[CH:32][CH:33]=1)[CH2:18][C:19]1[C:20]([O:29][CH3:30])=[CH:21][C:22]([F:28])=[C:23]([CH:27]=1)C(Cl)=O.Cl.